This data is from Forward reaction prediction with 1.9M reactions from USPTO patents (1976-2016). The task is: Predict the product of the given reaction. (1) Given the reactants [O:1]1[CH2:18][CH:2]1[CH2:3][O:4][C:5]1[C:17]2[C:16]3[C:11](=[CH:12][CH:13]=[CH:14][CH:15]=3)[NH:10][C:9]=2[CH:8]=[CH:7][CH:6]=1.[NH2:19][CH:20]1[CH2:25][CH2:24][N:23]([CH2:26][C:27]2[CH:32]=[CH:31][CH:30]=[CH:29][CH:28]=2)[CH2:22][CH2:21]1.[NH4+].[Cl-], predict the reaction product. The product is: [CH2:26]([N:23]1[CH2:24][CH2:25][CH:20]([NH:19][CH2:18][CH:2]([OH:1])[CH2:3][O:4][C:5]2[C:17]3[C:16]4[C:11](=[CH:12][CH:13]=[CH:14][CH:15]=4)[NH:10][C:9]=3[CH:8]=[CH:7][CH:6]=2)[CH2:21][CH2:22]1)[C:27]1[CH:28]=[CH:29][CH:30]=[CH:31][CH:32]=1. (2) Given the reactants N1C=CC=CC=1.[C:7](OC(=O)C)(=[O:9])[CH3:8].[C:14]([C:18]1[CH:26]=[C:22]([C:23]([OH:25])=[O:24])[C:21]([OH:27])=[CH:20][CH:19]=1)([CH3:17])([CH3:16])[CH3:15], predict the reaction product. The product is: [C:7]([O:27][C:21]1[CH:20]=[CH:19][C:18]([C:14]([CH3:17])([CH3:15])[CH3:16])=[CH:26][C:22]=1[C:23]([OH:25])=[O:24])(=[O:9])[CH3:8]. (3) Given the reactants CN(C(ON1N=NC2C=CC=CC1=2)=[N+](C)C)C.[B-](F)(F)(F)F.[NH:23]1[C:31]2[C:26](=[CH:27][CH:28]=[CH:29][CH:30]=2)[C:25]([C:32]2[N:33]=[N:34][N:35]([C:37]3[CH:45]=[CH:44][C:40]([C:41]([OH:43])=O)=[CH:39][CH:38]=3)[CH:36]=2)=[N:24]1.CCN(C(C)C)C(C)C.[NH:55]1[CH2:59][CH2:58][CH:57]([OH:60])[CH2:56]1, predict the reaction product. The product is: [NH:23]1[C:31]2[C:26](=[CH:27][CH:28]=[CH:29][CH:30]=2)[C:25]([C:32]2[N:33]=[N:34][N:35]([C:37]3[CH:45]=[CH:44][C:40]([C:41]([N:55]4[CH2:59][CH2:58][CH:57]([OH:60])[CH2:56]4)=[O:43])=[CH:39][CH:38]=3)[CH:36]=2)=[N:24]1. (4) Given the reactants [F:1][C:2]1[CH:3]=[C:4]([C:10]2[CH:15]=[CH:14][C:13]([O:16][CH2:17][C:18]3[CH:19]=[C:20]([CH:35]=[CH:36][CH:37]=3)[C:21]([N:23]3[CH2:34][CH2:33][CH2:32][C@H:24]3[C:25]([O:27][C:28]([CH3:31])([CH3:30])[CH3:29])=[O:26])=[O:22])=[CH:12][CH:11]=2)[CH:5]=[C:6]([OH:9])[C:7]=1[F:8].C(=O)([O-])[O-].[K+].[K+].Br[CH2:45][C:46](=[O:48])[CH3:47], predict the reaction product. The product is: [F:1][C:2]1[CH:3]=[C:4]([C:10]2[CH:15]=[CH:14][C:13]([O:16][CH2:17][C:18]3[CH:19]=[C:20]([CH:35]=[CH:36][CH:37]=3)[C:21]([N:23]3[CH2:34][CH2:33][CH2:32][C@H:24]3[C:25]([O:27][C:28]([CH3:31])([CH3:30])[CH3:29])=[O:26])=[O:22])=[CH:12][CH:11]=2)[CH:5]=[C:6]([O:9][CH2:45][C:46](=[O:48])[CH3:47])[C:7]=1[F:8]. (5) Given the reactants [C:1]([O:5][C:6]([N:8]1[CH2:13][CH2:12][CH:11]([C:14](=O)[CH2:15][C:16]([O:18]CC)=O)[CH2:10][CH2:9]1)=[O:7])([CH3:4])([CH3:3])[CH3:2].C[O-].[Na+].Cl.[CH:26]([NH2:28])=[NH:27], predict the reaction product. The product is: [OH:18][C:16]1[N:28]=[CH:26][N:27]=[C:14]([CH:11]2[CH2:12][CH2:13][N:8]([C:6]([O:5][C:1]([CH3:4])([CH3:3])[CH3:2])=[O:7])[CH2:9][CH2:10]2)[CH:15]=1. (6) Given the reactants [N+:1]([C:4]1[CH:12]=[C:11]([C:13]([OH:15])=[O:14])[CH:10]=[CH:9][C:5]=1[C:6]([OH:8])=[O:7])([O-:3])=[O:2].[C:16](Cl)(=O)[C:17](Cl)=O.[CH3:22]N(C=O)C.CN1CCOCC1, predict the reaction product. The product is: [CH2:22]([O:14][C:13]([C:11]1[CH:10]=[CH:9][C:5]([C:6]([OH:8])=[O:7])=[C:4]([N+:1]([O-:3])=[O:2])[CH:12]=1)=[O:15])[CH:16]=[CH2:17]. (7) Given the reactants [N+](C1C=C(N[C:11]2[N:18]=[CH:17][CH:16]=[CH:15][C:12]=2C=O)C=CC=1)([O-])=O.C[C:20]1[N:29]=[C:28]2[C:23]([CH:24]=[C:25]([CH2:40][CH2:41][CH2:42]C3C=CN=CC=3)[C:26](=[O:39])[N:27]2[C:30]2[CH:35]=[CH:34][CH:33]=[C:32]([N+:36]([O-:38])=[O:37])[CH:31]=2)=[CH:22][CH:21]=1.[Li+].[CH3:50]C([N-]C(C)C)C, predict the reaction product. The product is: [N+:36]([C:32]1[CH:31]=[C:30]([N:27]2[C:28]3[C:23](=[CH:22][CH:21]=[CH:20][N:29]=3)[CH:24]=[C:25]([CH2:40][CH2:41][CH2:42][CH2:50][C:11]3[CH:12]=[CH:15][CH:16]=[CH:17][N:18]=3)[C:26]2=[O:39])[CH:35]=[CH:34][CH:33]=1)([O-:38])=[O:37]. (8) Given the reactants [O:1]1CCO[CH:2]1[C:6]1[C:15]([CH:16](O)[C:17]2[S:18][CH:19]=[CH:20][CH:21]=2)=[CH:14][C:13]2[C:12]([CH3:24])([CH3:23])[CH2:11][CH2:10][C:9]([CH3:26])([CH3:25])[C:8]=2[CH:7]=1, predict the reaction product. The product is: [CH:2]([C:6]1[C:15]([CH2:16][C:17]2[S:18][CH:19]=[CH:20][CH:21]=2)=[CH:14][C:13]2[C:12]([CH3:24])([CH3:23])[CH2:11][CH2:10][C:9]([CH3:26])([CH3:25])[C:8]=2[CH:7]=1)=[O:1].